From a dataset of Full USPTO retrosynthesis dataset with 1.9M reactions from patents (1976-2016). Predict the reactants needed to synthesize the given product. (1) Given the product [C:1]1([S:7]([N:10]2[C:18]3[C:13](=[CH:14][CH:15]=[CH:16][C:17]=3[F:19])[C:12]([Br:20])=[CH:11]2)(=[O:9])=[O:8])[CH:2]=[CH:3][CH:4]=[CH:5][CH:6]=1, predict the reactants needed to synthesize it. The reactants are: [C:1]1([S:7]([N:10]2[C:18]3[C:13](=[CH:14][CH:15]=[CH:16][C:17]=3[F:19])[CH:12]=[CH:11]2)(=[O:9])=[O:8])[CH:6]=[CH:5][CH:4]=[CH:3][CH:2]=1.[Br:20]Br.S(S([O-])=O)([O-])(=O)=O.[Na+].[Na+].[OH-].[NH4+]. (2) Given the product [Cl:1][C:2]1[C:7]([CH:17]=[O:18])=[C:6]([O:8][CH3:9])[CH:5]=[CH:4][N:3]=1, predict the reactants needed to synthesize it. The reactants are: [Cl:1][C:2]1[CH:7]=[C:6]([O:8][CH3:9])[CH:5]=[CH:4][N:3]=1.C([Li])CCC.CN(C)[CH:17]=[O:18].O. (3) Given the product [CH3:29][O:30][C:31]1[CH:36]=[CH:35][C:34]([C:2]2[CH:3]=[C:4]3[C:8](=[CH:9][CH:10]=2)[N:7]([CH3:11])[C:6]([C:12]2[CH:17]=[CH:16][CH:15]=[CH:14][CH:13]=2)=[C:5]3[CH2:18][CH2:19][CH2:20][CH2:21][CH3:22])=[CH:33][CH:32]=1, predict the reactants needed to synthesize it. The reactants are: Br[C:2]1[CH:3]=[C:4]2[C:8](=[CH:9][CH:10]=1)[N:7]([CH3:11])[C:6]([C:12]1[CH:17]=[CH:16][CH:15]=[CH:14][CH:13]=1)=[C:5]2[CH2:18][CH2:19][CH2:20][CH2:21][CH3:22].C([O-])([O-])=O.[K+].[K+].[CH3:29][O:30][C:31]1[CH:36]=[CH:35][C:34](B(O)O)=[CH:33][CH:32]=1.ClCCl. (4) Given the product [CH2:1]([O:8][C:9]([NH:11][C@@:12]([C:19](=[O:20])[NH2:35])([CH2:13][C:14]([O:16][CH2:17][CH3:18])=[O:15])[C:22]([O:24][CH2:25][CH3:26])=[O:23])=[O:10])[C:2]1[CH:7]=[CH:6][CH:5]=[CH:4][CH:3]=1, predict the reactants needed to synthesize it. The reactants are: [CH2:1]([O:8][C:9]([NH:11][C@@:12]([C:22]([O:24][CH2:25][CH3:26])=[O:23])([C:19](O)=[O:20])[CH2:13][C:14]([O:16][CH2:17][CH3:18])=[O:15])=[O:10])[C:2]1[CH:7]=[CH:6][CH:5]=[CH:4][CH:3]=1.ClC(OCC(C)C)=O.[NH3:35].Cl. (5) Given the product [C:10]([O:9][C:8]([NH:7][CH2:6][CH2:5][O:4][CH2:3][CH2:2][NH:1][C:28]([C:24]1[N:23]=[CH:22][C:21]([CH3:20])=[N+:26]([O-:27])[CH:25]=1)=[O:29])=[O:14])([CH3:11])([CH3:13])[CH3:12], predict the reactants needed to synthesize it. The reactants are: [NH2:1][CH2:2][CH2:3][O:4][CH2:5][CH2:6][NH:7][C:8](=[O:14])[O:9][C:10]([CH3:13])([CH3:12])[CH3:11].CN(C=O)C.[CH3:20][C:21]1[CH:22]=[N:23][C:24]([C:28](O)=[O:29])=[CH:25][N+:26]=1[O-:27].CCN(C(C)C)C(C)C.